From a dataset of Full USPTO retrosynthesis dataset with 1.9M reactions from patents (1976-2016). Predict the reactants needed to synthesize the given product. (1) Given the product [NH2:6][C:5]1[NH:17][N:16]=[C:3]([NH:9][C:10]2[CH:15]=[CH:14][CH:13]=[CH:12][CH:11]=2)[C:4]=1[C:7]#[N:8], predict the reactants needed to synthesize it. The reactants are: CS[C:3]([NH:9][C:10]1[CH:15]=[CH:14][CH:13]=[CH:12][CH:11]=1)=[C:4]([C:7]#[N:8])[C:5]#[N:6].[NH2:16][NH2:17]. (2) The reactants are: S(=O)(=O)(O)O.Cl.[CH2:7]([C:9]1[CH:14]=[CH:13][C:12]([NH:15]N)=[CH:11][CH:10]=1)[CH3:8].[CH3:17][N:18]1[CH2:23][CH2:22][CH2:21][CH2:20][C:19]1=O. Given the product [CH2:7]([C:9]1[CH:14]=[CH:13][C:12]2[NH:15][C:21]3[CH2:22][CH2:23][N:18]([CH3:17])[CH2:19][C:20]=3[C:11]=2[CH:10]=1)[CH3:8], predict the reactants needed to synthesize it.